This data is from Catalyst prediction with 721,799 reactions and 888 catalyst types from USPTO. The task is: Predict which catalyst facilitates the given reaction. (1) Reactant: [C:1]([O:4][CH2:5][C:6]([N:8]([CH2:13][C:14]1[N:18]([CH3:19])[C:17]([C:20]2[S:28][C:27]3[C:22](=[N:23][CH:24]=[CH:25][C:26]=3[O:29][C:30]3[CH:35]=[CH:34][C:33]([N+:36]([O-])=O)=[CH:32][C:31]=3[F:39])[CH:21]=2)=[N:16][CH:15]=1)[CH2:9][CH2:10][O:11][CH3:12])=[O:7])(=[O:3])[CH3:2].[Cl-].[NH4+].O. Product: [C:1]([O:4][CH2:5][C:6]([N:8]([CH2:13][C:14]1[N:18]([CH3:19])[C:17]([C:20]2[S:28][C:27]3[C:22](=[N:23][CH:24]=[CH:25][C:26]=3[O:29][C:30]3[CH:35]=[CH:34][C:33]([NH2:36])=[CH:32][C:31]=3[F:39])[CH:21]=2)=[N:16][CH:15]=1)[CH2:9][CH2:10][O:11][CH3:12])=[O:7])(=[O:3])[CH3:2]. The catalyst class is: 186. (2) Reactant: [F:1][C:2]([F:9])(I)[C:3]([O:5][CH2:6][CH3:7])=[O:4].Br[C:11]1[CH:16]=[CH:15][C:14]([C:17]([F:20])([F:19])[F:18])=[CH:13][N:12]=1. Product: [F:1][C:2]([F:9])([C:11]1[CH:16]=[CH:15][C:14]([C:17]([F:20])([F:19])[F:18])=[CH:13][N:12]=1)[C:3]([O:5][CH2:6][CH3:7])=[O:4]. The catalyst class is: 16. (3) Reactant: [Cl:1][C:2]1[CH:11]=[C:10]2[C:5]([CH:6]=[CH:7][C:8](/[CH:12]=[CH:13]/[C:14]3[CH:29]=[CH:28][C:17]4[O:18][CH2:19][C:20]5[CH:27]=[CH:26][CH:25]=[CH:24][C:21]=5[C:22](=[O:23])[C:16]=4[CH:15]=3)=[N:9]2)=[CH:4][C:3]=1[F:30].O1CCCC1.[BH4-].[Na+]. Product: [Cl:1][C:2]1[CH:11]=[C:10]2[C:5]([CH:6]=[CH:7][C:8](/[CH:12]=[CH:13]/[C:14]3[CH:29]=[CH:28][C:17]4[O:18][CH2:19][C:20]5[CH:27]=[CH:26][CH:25]=[CH:24][C:21]=5[CH:22]([OH:23])[C:16]=4[CH:15]=3)=[N:9]2)=[CH:4][C:3]=1[F:30]. The catalyst class is: 5. (4) Reactant: [Br:1][C:2]1[CH:3]=[C:4]([NH2:12])[CH:5]=[C:6]([O:8][CH2:9][O:10][CH3:11])[CH:7]=1.[CH3:13][C:14]1([CH3:21])[CH2:19][C:18](=O)[O:17][C:15]1=[O:16].C(N1C=CN=C1)(N1C=CN=C1)=O. Product: [Br:1][C:2]1[CH:3]=[C:4]([N:12]2[C:18](=[O:17])[CH2:19][C:14]([CH3:21])([CH3:13])[C:15]2=[O:16])[CH:5]=[C:6]([O:8][CH2:9][O:10][CH3:11])[CH:7]=1. The catalyst class is: 2. (5) Reactant: [C:1]1([C:7]#[C:8][C:9]2[CH:10]=[C:11]([C:15]([OH:17])=[O:16])[CH:12]=[N:13][CH:14]=2)[CH:6]=[CH:5][CH:4]=[CH:3][CH:2]=1. Product: [C:1]1([CH2:7][CH2:8][C:9]2[CH:10]=[C:11]([C:15]([OH:17])=[O:16])[CH:12]=[N:13][CH:14]=2)[CH:6]=[CH:5][CH:4]=[CH:3][CH:2]=1. The catalyst class is: 312. (6) Reactant: Cl.[CH3:2][C:3]1[CH:8]=[CH:7][CH:6]=[C:5]([CH3:9])[C:4]=1[C:10]1[NH:11][C:12]2[CH:18]=[C:17]([C:19](Cl)=[O:20])[CH:16]=[CH:15][C:13]=2[N:14]=1.[NH2:22][C:23]1[CH:32]=[C:31]2[C:26]([C:27]([CH3:34])=[CH:28][C:29](=[O:33])[O:30]2)=[CH:25][CH:24]=1.CCN(C(C)C)C(C)C.O. Product: [CH3:34][C:27]1[C:26]2[C:31](=[CH:32][C:23]([NH:22][C:19]([C:17]3[CH:16]=[CH:15][C:13]4[N:14]=[C:10]([C:4]5[C:3]([CH3:2])=[CH:8][CH:7]=[CH:6][C:5]=5[CH3:9])[NH:11][C:12]=4[CH:18]=3)=[O:20])=[CH:24][CH:25]=2)[O:30][C:29](=[O:33])[CH:28]=1. The catalyst class is: 25.